Dataset: Full USPTO retrosynthesis dataset with 1.9M reactions from patents (1976-2016). Task: Predict the reactants needed to synthesize the given product. (1) The reactants are: [OH:1][C:2]1[C:11]2[N:10]=[C:9]([NH:12][C:13](=[O:20])[C:14]3[CH:19]=[CH:18][CH:17]=[N:16][CH:15]=3)[N:8]3[CH2:21][CH2:22][N:23]=[C:7]3[C:6]=2[CH:5]=[CH:4][C:3]=1[O:24][CH2:25][CH2:26][CH2:27][N:28]1[CH2:33][CH2:32][O:31][CH2:30][CH2:29]1.Cl[CH2:35][CH2:36][CH2:37][S:38]([N:41]([CH3:43])[CH3:42])(=[O:40])=[O:39]. Given the product [CH3:42][N:41]([CH3:43])[S:38]([CH2:37][CH2:36][CH2:35][O:1][C:2]1[C:11]2[N:10]=[C:9]([NH:12][C:13](=[O:20])[C:14]3[CH:19]=[CH:18][CH:17]=[N:16][CH:15]=3)[N:8]3[CH2:21][CH2:22][N:23]=[C:7]3[C:6]=2[CH:5]=[CH:4][C:3]=1[O:24][CH2:25][CH2:26][CH2:27][N:28]1[CH2:29][CH2:30][O:31][CH2:32][CH2:33]1)(=[O:40])=[O:39], predict the reactants needed to synthesize it. (2) Given the product [CH2:1]([CH:3]([C:6]1[C:14]2[N:13]([CH2:15][C:16]3[CH:17]=[CH:18][C:19]([O:22][CH3:23])=[CH:20][CH:21]=3)[C:12](=[O:24])[NH:11][C:10]=2[CH:9]=[CH:8][CH:7]=1)[CH2:4][CH3:5])[CH3:2], predict the reactants needed to synthesize it. The reactants are: [CH2:1]([CH:3]([C:6]1[C:14]2[N:13]([CH2:15][C:16]3[CH:21]=[CH:20][C:19]([O:22][CH3:23])=[CH:18][CH:17]=3)[C:12](=[O:24])[N:11](C(OC(C)(C)C)=O)[C:10]=2[CH:9]=[CH:8][CH:7]=1)[CH2:4][CH3:5])[CH3:2].Cl.C(=O)([O-])O.[Na+]. (3) Given the product [C:1]([O:5][C:6](=[O:7])[NH:8][CH:9]([CH2:13][C:14]1[NH:15][C:16]([I:20])=[N:17][C:18]=1[I:19])[C:10]([N:21]1[CH2:28][CH2:27][CH2:26][CH:22]1[C:23](=[O:24])[NH2:25])=[O:12])([CH3:2])([CH3:3])[CH3:4], predict the reactants needed to synthesize it. The reactants are: [C:1]([O:5][C:6]([NH:8][CH:9]([CH2:13][C:14]1[NH:15][C:16]([I:20])=[N:17][C:18]=1[I:19])[C:10]([OH:12])=O)=[O:7])([CH3:4])([CH3:3])[CH3:2].[NH:21]1[CH2:28][CH2:27][CH2:26][C@H:22]1[C:23]([NH2:25])=[O:24].C1CCC(N=C=NC2CCCCC2)CC1.C1C=CC2N(O)N=NC=2C=1. (4) The reactants are: [OH:1][C:2]1[CH:11]=[CH:10][C:9]2[C:4](=[CH:5][CH:6]=[C:7]([C:12]3[CH:17]=[CH:16][CH:15]=[C:14]([OH:18])[CH:13]=3)[CH:8]=2)[C:3]=1/[CH:19]=[CH:20]/[C:21]([NH:23][CH3:24])=[O:22]. Given the product [OH:1][C:2]1[CH:11]=[CH:10][C:9]2[C:4](=[CH:5][CH:6]=[C:7]([C:12]3[CH:17]=[CH:16][CH:15]=[C:14]([OH:18])[CH:13]=3)[CH:8]=2)[C:3]=1[CH2:19][CH2:20][C:21]([NH:23][CH3:24])=[O:22], predict the reactants needed to synthesize it. (5) Given the product [C:22]([O:21][C:19]([NH:18][C:13]1[CH:14]=[CH:15][CH:16]=[CH:17][C:12]=1[NH:11][C:10]([C:7]1[S:6][C:5]([C:3]([OH:4])=[O:2])=[CH:9][CH:8]=1)=[O:26])=[O:20])([CH3:25])([CH3:23])[CH3:24], predict the reactants needed to synthesize it. The reactants are: C[O:2][C:3]([C:5]1[S:6][C:7]([C:10](=[O:26])[NH:11][C:12]2[CH:17]=[CH:16][CH:15]=[CH:14][C:13]=2[NH:18][C:19]([O:21][C:22]([CH3:25])([CH3:24])[CH3:23])=[O:20])=[CH:8][CH:9]=1)=[O:4].[OH-].[K+].